From a dataset of NCI-60 drug combinations with 297,098 pairs across 59 cell lines. Regression. Given two drug SMILES strings and cell line genomic features, predict the synergy score measuring deviation from expected non-interaction effect. (1) Drug 1: C1CCC(CC1)NC(=O)N(CCCl)N=O. Drug 2: CN(CC1=CN=C2C(=N1)C(=NC(=N2)N)N)C3=CC=C(C=C3)C(=O)NC(CCC(=O)O)C(=O)O. Cell line: NCIH23. Synergy scores: CSS=23.6, Synergy_ZIP=-4.73, Synergy_Bliss=-0.477, Synergy_Loewe=-4.47, Synergy_HSA=1.86. (2) Drug 1: CC1CCC2CC(C(=CC=CC=CC(CC(C(=O)C(C(C(=CC(C(=O)CC(OC(=O)C3CCCCN3C(=O)C(=O)C1(O2)O)C(C)CC4CCC(C(C4)OC)OCCO)C)C)O)OC)C)C)C)OC. Drug 2: C1=NC2=C(N1)C(=S)N=CN2. Cell line: A498. Synergy scores: CSS=23.8, Synergy_ZIP=-3.52, Synergy_Bliss=-0.536, Synergy_Loewe=-1.32, Synergy_HSA=2.29.